This data is from Full USPTO retrosynthesis dataset with 1.9M reactions from patents (1976-2016). The task is: Predict the reactants needed to synthesize the given product. (1) Given the product [CH3:29][N:30]1[C:34]([CH3:35])=[CH:33][C:32]([CH3:36])=[N:31]1.[CH2:8]1[O:16][C:15]2[C:10](=[C:11]([S:17]([NH:20][C:21]([O:22][C:47]([CH3:46])([CH3:48])[CH3:37])=[O:24])(=[O:18])=[O:19])[CH:12]=[CH:13][CH:14]=2)[O:9]1, predict the reactants needed to synthesize it. The reactants are: C([CH:8]1[O:16][C:15]2[C:10](=[C:11]([S:17]([NH2:20])(=[O:19])=[O:18])[CH:12]=[CH:13][CH:14]=2)[O:9]1)(OC(C)(C)C)=O.[C:21](=[O:24])([O-])[O-:22].[Cs+].[Cs+].Cl.Cl[CH2:29][N:30]1[C:34]([CH3:35])=[CH:33][C:32]([CH3:36])=[N:31]1.[C:37](OCC)(=O)[CH3:37].[CH3:46][CH2:47][CH2:48][CH2:46][CH2:47][CH3:48]. (2) Given the product [Cl:1][C:2]1[N:7]=[C:6]([NH:18][C:16]2[NH:15][N:14]=[C:13]([CH:10]3[CH2:12][CH2:11]3)[CH:17]=2)[CH:5]=[C:4]([CH3:9])[N:3]=1, predict the reactants needed to synthesize it. The reactants are: [Cl:1][C:2]1[N:7]=[C:6](Cl)[CH:5]=[C:4]([CH3:9])[N:3]=1.[CH:10]1([C:13]2[CH:17]=[C:16]([NH2:18])[NH:15][N:14]=2)[CH2:12][CH2:11]1.[Na+].[I-].CCN(C(C)C)C(C)C. (3) Given the product [CH2:41]([O:40][C:38](=[O:39])[C:30]1[CH:31]=[C:32]([O:26][C:23]2[CH:22]=[CH:21][C:20]([CH:8]([C:5]3[CH:6]=[CH:7][C:2]([Cl:1])=[CH:3][C:4]=3[CH3:27])[CH2:9][C:10]([C:12]3[CH:13]=[CH:14][C:15](=[O:19])[N:16]([CH3:18])[CH:17]=3)=[O:11])=[CH:25][CH:24]=2)[CH:33]=[CH:34][C:29]=1[Cl:28])[CH3:42], predict the reactants needed to synthesize it. The reactants are: [Cl:1][C:2]1[CH:7]=[CH:6][C:5]([CH:8]([C:20]2[CH:25]=[CH:24][C:23]([OH:26])=[CH:22][CH:21]=2)[CH2:9][C:10]([C:12]2[CH:13]=[CH:14][C:15](=[O:19])[N:16]([CH3:18])[CH:17]=2)=[O:11])=[C:4]([CH3:27])[CH:3]=1.[Cl:28][C:29]1[CH:34]=[CH:33][C:32](B(O)O)=[CH:31][C:30]=1[C:38]([O:40][CH2:41][CH3:42])=[O:39].N1C=CC=CC=1. (4) Given the product [F:45][C:44]1[C:38]2[S:37][C:36]([C:23]3[C:22]([NH2:34])=[N:21][CH:20]=[C:19]([C:17]4[CH:16]=[N:15][N:14]([CH:11]5[CH2:10][CH2:9][NH:8][CH2:13][CH2:12]5)[CH:18]=4)[CH:24]=3)=[N:40][C:39]=2[C:41]([C:46]([F:49])([F:47])[F:48])=[CH:42][CH:43]=1, predict the reactants needed to synthesize it. The reactants are: C(OC([N:8]1[CH2:13][CH2:12][CH:11]([N:14]2[CH:18]=[C:17]([C:19]3[CH:20]=[N:21][C:22]([NH2:34])=[C:23](B4OC(C)(C)C(C)(C)O4)[CH:24]=3)[CH:16]=[N:15]2)[CH2:10][CH2:9]1)=O)(C)(C)C.Cl[C:36]1[S:37][C:38]2[C:44]([F:45])=[CH:43][CH:42]=[C:41]([C:46]([F:49])([F:48])[F:47])[C:39]=2[N:40]=1.C(=O)([O-])[O-].[K+].[K+].N#N. (5) Given the product [CH:19]([N:17]([CH3:18])[C@H:13]1[CH2:14][CH2:15][C:16]2[C:11](=[CH:10][CH:9]=[CH:8][C:7]=2[C:28]2[C:27]([CH3:40])=[N:26][N:25]([CH3:24])[C:29]=2[CH3:30])[CH2:12]1)([CH3:21])[CH3:20], predict the reactants needed to synthesize it. The reactants are: FC(F)(F)S(O[C:7]1[C:16]2[CH2:15][CH2:14][C@H:13]([N:17]([CH:19]([CH3:21])[CH3:20])[CH3:18])[CH2:12][C:11]=2[CH:10]=[CH:9][CH:8]=1)(=O)=O.[CH3:24][N:25]1[C:29]([CH3:30])=[C:28](B2OC(C)(C)C(C)(C)O2)[C:27]([CH3:40])=[N:26]1.C([O-])([O-])=O.[K+].[K+]. (6) Given the product [CH2:1]([C:5]1[CH:6]=[CH:7][C:8]2[O:12][C:11]([C:13]3[CH:14]=[CH:15][C:16]([CH2:17][N:26]4[CH2:29][CH:28]([C:30]([OH:32])=[O:31])[CH2:27]4)=[CH:19][CH:20]=3)=[CH:10][C:9]=2[CH:21]=1)[CH:2]([CH3:3])[CH3:4], predict the reactants needed to synthesize it. The reactants are: [CH2:1]([C:5]1[CH:6]=[CH:7][C:8]2[O:12][C:11]([C:13]3[CH:20]=[CH:19][C:16]([CH:17]=O)=[CH:15][CH:14]=3)=[CH:10][C:9]=2[CH:21]=1)[CH:2]([CH3:4])[CH3:3].C(O)(=O)C.[NH:26]1[CH2:29][CH:28]([C:30]([OH:32])=[O:31])[CH2:27]1.C([BH3-])#N.[Na+]. (7) The reactants are: C([C:8]1[CH:40]=[CH:39][C:11]([C:12]([NH:14][C:15]23[C:33](=[O:34])[C:32]4[C:27](=[CH:28][CH:29]=[CH:30][C:31]=4[N+:35]([O-])=O)[C:16]2([OH:38])[O:17][C:18]2[CH:23]=[C:22]([CH:24]([CH3:26])[CH3:25])[CH:21]=[CH:20][C:19]=23)=[O:13])=[CH:10][CH:9]=1)C1C=CC=CC=1. Given the product [NH2:35][C:31]1[CH:30]=[CH:29][CH:28]=[C:27]2[C:32]=1[C:33](=[O:34])[C:15]1([NH:14][C:12](=[O:13])[C:11]3[CH:39]=[CH:40][C:8]([O:13][CH2:12][C:11]4[CH:39]=[CH:40][CH:8]=[CH:9][CH:10]=4)=[CH:9][CH:10]=3)[C:19]3[CH:20]=[CH:21][C:22]([CH:24]([CH3:25])[CH3:26])=[CH:23][C:18]=3[O:17][C:16]12[OH:38], predict the reactants needed to synthesize it. (8) The reactants are: [Cl:1][C:2]1[C:7](I)=[C:6]([CH3:9])[N:5]=[C:4]([NH2:10])[N:3]=1.[NH2:11][C:12]1[CH:17]=[CH:16][C:15]([C:18]#[CH:19])=[CH:14][N:13]=1.C(N(CC)CC)C.O. Given the product [NH2:11][C:12]1[N:13]=[CH:14][C:15]([C:18]#[C:19][C:7]2[C:2]([Cl:1])=[N:3][C:4]([NH2:10])=[N:5][C:6]=2[CH3:9])=[CH:16][CH:17]=1, predict the reactants needed to synthesize it.